Dataset: hERG Central: cardiac toxicity at 1µM, 10µM, and general inhibition. Task: Predict hERG channel inhibition at various concentrations. (1) The molecule is COc1ccccc1NC(=O)N1CCC(c2nc3cc(C)c(C)cc3[nH]2)CC1. Results: hERG_inhib (hERG inhibition (general)): blocker. (2) The compound is CCN(CC)CCCNC(=O)c1sc2nc(-c3ccc(F)cc3)cn2c1C. Results: hERG_inhib (hERG inhibition (general)): blocker. (3) The molecule is OCCC1CN(Cc2cccn2-c2nccs2)CCN1Cc1ccccc1. Results: hERG_inhib (hERG inhibition (general)): blocker. (4) The drug is CCOc1cc2[nH]c(=O)n(CCCN3CCN(c4ccc(OC)cc4)CC3)c(=O)c2cc1OCC. Results: hERG_inhib (hERG inhibition (general)): blocker.